From a dataset of Catalyst prediction with 721,799 reactions and 888 catalyst types from USPTO. Predict which catalyst facilitates the given reaction. (1) Reactant: C[O:2][C:3](=[O:13])[C@H:4]([CH2:6][CH2:7][CH2:8][NH:9][C:10](=[NH:12])[NH2:11])[NH2:5].[CH3:14][O:15][C:16]1[CH:21]=[CH:20][C:19]([N:22]=[N:23][C:24]([NH:26][C@H:27]([C:35](O)=[O:36])[CH2:28][C:29]2[CH:34]=[CH:33][CH:32]=[CH:31][CH:30]=2)=[O:25])=[CH:18][CH:17]=1.[OH-].[Na+]. Product: [CH3:14][O:15][C:16]1[CH:21]=[CH:20][C:19]([N:22]=[N:23][C:24]([NH:26][C@H:27]([C:35]([NH:5][C@H:4]([C:3]([OH:2])=[O:13])[CH2:6][CH2:7][CH2:8][NH:9][C:10](=[NH:12])[NH2:11])=[O:36])[CH2:28][C:29]2[CH:30]=[CH:31][CH:32]=[CH:33][CH:34]=2)=[O:25])=[CH:18][CH:17]=1. The catalyst class is: 72. (2) Reactant: [CH3:1][O:2][C:3](=[O:8])[C:4]([NH2:7])=[N:5][OH:6].[C:9]1([S:15][CH2:16][C:17](Cl)=O)[CH:14]=[CH:13][CH:12]=[CH:11][CH:10]=1. Product: [CH3:1][O:2][C:3]([C:4]1[N:7]=[C:17]([CH2:16][S:15][C:9]2[CH:14]=[CH:13][CH:12]=[CH:11][CH:10]=2)[O:6][N:5]=1)=[O:8]. The catalyst class is: 1. (3) Reactant: [Br:1][C:2]1[CH:3]=[C:4]([C:9]23[CH2:16][CH:15]([O:17][Si](C(C)(C)C)(C)C)[CH2:14][CH:13]2[CH2:12][O:11][N:10]3[CH2:25][C:26]2[CH:31]=[CH:30][C:29]([O:32][CH3:33])=[CH:28][C:27]=2[O:34][CH3:35])[CH:5]=[CH:6][C:7]=1[F:8].[F-].C([N+](CCCC)(CCCC)CCCC)CCC. Product: [Br:1][C:2]1[CH:3]=[C:4]([C:9]23[CH2:16][CH:15]([OH:17])[CH2:14][CH:13]2[CH2:12][O:11][N:10]3[CH2:25][C:26]2[CH:31]=[CH:30][C:29]([O:32][CH3:33])=[CH:28][C:27]=2[O:34][CH3:35])[CH:5]=[CH:6][C:7]=1[F:8]. The catalyst class is: 266. (4) Reactant: [CH3:1][C:2]1[CH:3]=[CH:4][C:5]([S:9][C:10]2[CH:11]=[CH:12][CH:13]=[CH:14][C:15]=2[N:16]2[CH2:21][CH2:20][NH:19][CH2:18][CH2:17]2)=[C:6]([CH3:8])[CH:7]=1.[C:22]1([S:28]([OH:31])(=[O:30])=[O:29])[CH:27]=[CH:26][CH:25]=[CH:24][CH:23]=1. Product: [CH3:1][C:2]1[CH:3]=[CH:4][C:5]([S:9][C:10]2[CH:11]=[CH:12][CH:13]=[CH:14][C:15]=2[N:16]2[CH2:17][CH2:18][NH:19][CH2:20][CH2:21]2)=[C:6]([CH3:8])[CH:7]=1.[S:28]([C:22]1[CH:27]=[CH:26][CH:25]=[CH:24][CH:23]=1)([O-:31])(=[O:30])=[O:29]. The catalyst class is: 194. (5) Reactant: [ClH:1].O1CCOCC1.[CH3:8][S:9]([C:12]1[CH:13]=[CH:14][C:15]([CH2:18][O:19][CH2:20][C@H:21]2[CH2:23][C@@H:22]2[CH:24]2[CH2:29][CH2:28][N:27](C(OC(C)(C)C)=O)[CH2:26][CH2:25]2)=[N:16][CH:17]=1)(=[O:11])=[O:10]. Product: [ClH:1].[CH3:8][S:9]([C:12]1[CH:13]=[CH:14][C:15]([CH2:18][O:19][CH2:20][C@H:21]2[CH2:23][C@@H:22]2[CH:24]2[CH2:29][CH2:28][NH:27][CH2:26][CH2:25]2)=[N:16][CH:17]=1)(=[O:10])=[O:11]. The catalyst class is: 2. (6) Reactant: [NH2:1][C:2]1[O:3][C@H:4]([C:26]([F:29])([F:28])[F:27])[CH2:5][C@:6]([C:9]2[CH:10]=[C:11]([NH:16]C(=O)C3C=CC(Cl)=CN=3)[CH:12]=[N:13][C:14]=2[F:15])([CH3:8])[N:7]=1.Cl[C:31]1[N:32]=[CH:33][C:34]([F:43])=[C:35]2[C:40]=1[N:39]=[CH:38][C:37]([C:41]#[N:42])=[CH:36]2.CC1C=CC(S(O)(=O)=O)=CC=1. Product: [NH2:1][C:2]1[O:3][C@H:4]([C:26]([F:27])([F:29])[F:28])[CH2:5][C@:6]([C:9]2[CH:10]=[C:11]([NH:16][C:31]3[N:32]=[CH:33][C:34]([F:43])=[C:35]4[C:40]=3[N:39]=[CH:38][C:37]([C:41]#[N:42])=[CH:36]4)[CH:12]=[N:13][C:14]=2[F:15])([CH3:8])[N:7]=1. The catalyst class is: 41. (7) Reactant: [CH2:1]([C:3]1[CH:16]=[CH:15][C:6]([CH2:7][C:8]2[CH:14]=[CH:13][CH:12]=[CH:11][C:9]=2[NH2:10])=[CH:5][CH:4]=1)[CH3:2].[O:17]=[CH:18][C@@H:19]([C@H:21]([C@@H:23]([C@@H:25]([CH2:27][OH:28])[OH:26])[OH:24])[OH:22])O.[Cl-].[NH4+]. Product: [CH2:1]([C:3]1[CH:16]=[CH:15][C:6]([CH2:7][C:8]2[CH:14]=[CH:13][CH:12]=[CH:11][C:9]=2[NH:10][C@@H:27]2[O:28][C@H:19]([CH2:18][OH:17])[C@@H:21]([OH:22])[C@H:23]([OH:24])[C@H:25]2[OH:26])=[CH:5][CH:4]=1)[CH3:2]. The catalyst class is: 5.